The task is: Regression. Given a peptide amino acid sequence and an MHC pseudo amino acid sequence, predict their binding affinity value. This is MHC class I binding data.. This data is from Peptide-MHC class I binding affinity with 185,985 pairs from IEDB/IMGT. (1) The peptide sequence is KCYGVSATK. The MHC is HLA-A69:01 with pseudo-sequence HLA-A69:01. The binding affinity (normalized) is 0.0847. (2) The peptide sequence is DTTTDISKY. The MHC is HLA-B48:01 with pseudo-sequence HLA-B48:01. The binding affinity (normalized) is 0.0847.